This data is from Full USPTO retrosynthesis dataset with 1.9M reactions from patents (1976-2016). The task is: Predict the reactants needed to synthesize the given product. (1) Given the product [F:21][C:15]1[CH:16]=[C:17]([F:20])[CH:18]=[CH:19][C:14]=1[O:13][C:3]1[CH:4]=[CH:5][C:6]([CH2:8][S:9]([CH3:12])(=[O:11])=[O:10])=[CH:7][C:2]=1[B:25]1[O:26][C:27]([CH3:29])([CH3:28])[C:23]([CH3:39])([CH3:22])[O:24]1, predict the reactants needed to synthesize it. The reactants are: Br[C:2]1[CH:7]=[C:6]([CH2:8][S:9]([CH3:12])(=[O:11])=[O:10])[CH:5]=[CH:4][C:3]=1[O:13][C:14]1[CH:19]=[CH:18][C:17]([F:20])=[CH:16][C:15]=1[F:21].[CH3:22][C:23]1([CH3:39])[C:27]([CH3:29])([CH3:28])[O:26][B:25]([B:25]2[O:26][C:27]([CH3:29])([CH3:28])[C:23]([CH3:39])([CH3:22])[O:24]2)[O:24]1.C([O-])(=O)C.[K+]. (2) Given the product [CH2:15]([N:14]([CH2:17][C:18]1[CH:19]=[C:20]([C:24]2[CH:29]=[CH:28][N:27]=[C:26]([NH:39][CH2:38][CH2:37][C:34]3[CH:35]=[CH:36][N:31]=[CH:32][CH:33]=3)[N:25]=2)[CH:21]=[CH:22][CH:23]=1)[CH:11]1[CH2:12][CH2:13][NH:8][CH2:9][CH2:10]1)[CH3:16], predict the reactants needed to synthesize it. The reactants are: C(OC([N:8]1[CH2:13][CH2:12][CH:11]([N:14]([CH2:17][C:18]2[CH:23]=[CH:22][CH:21]=[C:20]([C:24]3[CH:29]=[CH:28][N:27]=[C:26](Cl)[N:25]=3)[CH:19]=2)[CH2:15][CH3:16])[CH2:10][CH2:9]1)=O)(C)(C)C.[N:31]1[CH:36]=[CH:35][C:34]([CH2:37][CH2:38][NH2:39])=[CH:33][CH:32]=1.